Dataset: Full USPTO retrosynthesis dataset with 1.9M reactions from patents (1976-2016). Task: Predict the reactants needed to synthesize the given product. (1) Given the product [NH2:22][CH2:21][C:16]1[CH:15]=[CH:14][C:19]([F:20])=[C:18]([C:5]2[CH:6]=[CH:7][CH:8]=[C:3]([CH2:2][OH:1])[CH:4]=2)[CH:17]=1, predict the reactants needed to synthesize it. The reactants are: [OH:1][CH2:2][C:3]1[CH:4]=[C:5](B(O)O)[CH:6]=[CH:7][CH:8]=1.Cl.Br[C:14]1[CH:15]=[C:16]([CH2:21][NH2:22])[CH:17]=[CH:18][C:19]=1[F:20].C(=O)([O-])[O-].[K+].[K+].O. (2) Given the product [CH:1]1([NH:6][C:7]2[CH:12]=[CH:11][C:10]([C@H:13]3[C@@H:18]([C:19]([OH:21])=[O:20])[CH2:17][CH2:16][CH2:15][N:14]3[C:24](=[O:33])[C:25]3[C:30]([CH3:31])=[CH:29][CH:28]=[CH:27][C:26]=3[F:32])=[CH:9][CH:8]=2)[CH2:2][CH2:3][CH2:4][CH2:5]1, predict the reactants needed to synthesize it. The reactants are: [CH:1]1([NH:6][C:7]2[CH:12]=[CH:11][C:10]([C@H:13]3[C@@H:18]([C:19]([O:21]CC)=[O:20])[CH2:17][CH2:16][CH2:15][N:14]3[C:24](=[O:33])[C:25]3[C:30]([CH3:31])=[CH:29][CH:28]=[CH:27][C:26]=3[F:32])=[CH:9][CH:8]=2)[CH2:5][CH2:4][CH2:3][CH2:2]1.OS(O)(=O)=O. (3) The reactants are: [CH2:1]([O:3][C:4](=[O:11])[CH:5]=[C:6]([NH2:10])[CH:7]([CH3:9])[CH3:8])[CH3:2].[C:12]([O:16][CH3:17])(=[O:15])[C:13]#[CH:14]. Given the product [CH3:17][O:16][C:12](=[O:15])[CH:13]=[CH:14][C:5](=[C:6]([NH2:10])[CH:7]([CH3:8])[CH3:9])[C:4]([O:3][CH2:1][CH3:2])=[O:11], predict the reactants needed to synthesize it.